This data is from HIV replication inhibition screening data with 41,000+ compounds from the AIDS Antiviral Screen. The task is: Binary Classification. Given a drug SMILES string, predict its activity (active/inactive) in a high-throughput screening assay against a specified biological target. (1) The drug is Cc1ccc(S(=NS(=O)(=O)c2ccc(C)cc2)c2ccc(C)cc2)cc1. The result is 0 (inactive). (2) The compound is CC12Cc3cn[nH]c3C(=O)C1CCC1C2CCC2(C)C1CCC2(C)O. The result is 0 (inactive).